This data is from Forward reaction prediction with 1.9M reactions from USPTO patents (1976-2016). The task is: Predict the product of the given reaction. (1) Given the reactants [CH3:1][C:2]1[S:6][C:5]([C:7]([O:9][CH3:10])=[O:8])=[CH:4][C:3]=1[N+:11]([O-:13])=[O:12].COO[CH:17](OOC)[N:18]([CH3:20])[CH3:19], predict the reaction product. The product is: [CH3:17][N:18]([CH3:20])/[CH:19]=[CH:1]/[C:2]1[S:6][C:5]([C:7]([O:9][CH3:10])=[O:8])=[CH:4][C:3]=1[N+:11]([O-:13])=[O:12]. (2) Given the reactants [N:1]1[CH:6]=[C:5](B(O)O)[CH:4]=[N:3][CH:2]=1.FC(F)(F)S(O[C:16]1[C@@:20]2([CH3:41])[CH2:21][CH2:22][C@H:23]3[C@H:32]([C@@H:19]2[CH2:18][CH:17]=1)[CH2:31][CH:30]=[C:29]1[C@:24]3([CH3:40])[CH2:25][CH2:26][C:27](=[O:39])[N:28]1[CH2:33][C:34]([N:36]([CH3:38])[CH3:37])=[O:35])(=O)=O.O, predict the reaction product. The product is: [CH3:40][C@@:24]12[C@H:23]3[CH2:22][CH2:21][C@@:20]4([CH3:41])[C@H:19]([C@@H:32]3[CH2:31][CH:30]=[C:29]1[N:28]([CH2:33][C:34]([N:36]([CH3:37])[CH3:38])=[O:35])[C:27](=[O:39])[CH2:26][CH2:25]2)[CH2:18][CH:17]=[C:16]4[C:5]1[CH:6]=[N:1][CH:2]=[N:3][CH:4]=1. (3) Given the reactants [Cl:1][C:2]1[N:7]=[CH:6][C:5]([CH:8]=O)=[CH:4][CH:3]=1.[OH:10][CH2:11][CH2:12][NH:13][CH2:14][CH2:15][OH:16], predict the reaction product. The product is: [Cl:1][C:2]1[N:7]=[CH:6][C:5]([CH2:8][N:13]([CH2:14][CH2:15][OH:16])[CH2:12][CH2:11][OH:10])=[CH:4][CH:3]=1. (4) Given the reactants [F:1][C:2]1[CH:7]=[C:6]([F:8])[C:5]([F:9])=[CH:4][C:3]=1[S:10](Cl)(=[O:12])=[O:11].[C:14]([O:18][C:19](=[O:26])[NH:20][C:21]1[N:22]=[CH:23][S:24][CH:25]=1)([CH3:17])([CH3:16])[CH3:15], predict the reaction product. The product is: [F:1][C:2]1[CH:7]=[C:6]([F:8])[C:5]([F:9])=[CH:4][C:3]=1[S:10]([N:20]([C:21]1[N:22]=[CH:23][S:24][CH:25]=1)[C:19](=[O:26])[O:18][C:14]([CH3:17])([CH3:15])[CH3:16])(=[O:12])=[O:11]. (5) Given the reactants [N+:1]([C:4]1[CH:5]=[N:6][N:7]([CH2:9][CH2:10][CH2:11][NH:12][C:13]2[N:14]=[CH:15][C:16]3[N:21]=[N:20][N:19]([C:22]4[CH:33]=[CH:32][C:25]([O:26][CH2:27][CH2:28][C:29]([OH:31])=[O:30])=[CH:24][CH:23]=4)[C:17]=3[N:18]=2)[CH:8]=1)([O-])=O, predict the reaction product. The product is: [NH2:1][C:4]1[CH:5]=[N:6][N:7]([CH2:9][CH2:10][CH2:11][NH:12][C:13]2[N:14]=[CH:15][C:16]3[N:21]=[N:20][N:19]([C:22]4[CH:33]=[CH:32][C:25]([O:26][CH2:27][CH2:28][C:29]([OH:31])=[O:30])=[CH:24][CH:23]=4)[C:17]=3[N:18]=2)[CH:8]=1. (6) Given the reactants C(N)(=O)C=C.CC(C)=O.CC(C)=O.[C:14]([O:19][CH2:20][CH2:21][CH2:22][CH2:23][CH2:24][CH2:25][CH2:26][CH2:27]/[CH:28]=[CH:29]\[CH2:30][CH2:31][CH2:32][CH2:33][CH2:34][CH2:35][CH2:36][CH3:37])(=[O:18])[C:15](C)=[CH2:16].N(C(C)(C)C#N)=NC(C)(C)C#N.CO, predict the reaction product. The product is: [C:14]([O:19][CH2:20][CH2:21][CH2:22][CH2:23][CH2:24][CH2:25][CH2:26][CH2:27]/[CH:28]=[CH:29]\[CH2:30][CH2:31][CH2:32][CH2:33][CH2:34][CH2:35][CH2:36][CH3:37])(=[O:18])[CH:15]=[CH2:16]. (7) Given the reactants C(Cl)([Cl:3])=O.[CH3:5][N:6]([CH3:13])[CH2:7][CH2:8][S:9]([O-])(=[O:11])=[O:10].[Na+].CN(C=O)C, predict the reaction product. The product is: [CH3:5][N:6]([CH3:13])[CH2:7][CH2:8][S:9]([Cl:3])(=[O:11])=[O:10]. (8) The product is: [F:1][C:2]1[N:10]=[CH:9][C:8]([CH3:11])=[CH:7][C:3]=1[C:4]([N:14]([O:15][CH3:16])[CH3:13])=[O:5]. Given the reactants [F:1][C:2]1[N:10]=[CH:9][C:8]([CH3:11])=[CH:7][C:3]=1[C:4](O)=[O:5].Cl.[CH3:13][NH:14][O:15][CH3:16].C(N(C(C)C)CC)(C)C.CN(C(ON1N=NC2C=CC=CC1=2)=[N+](C)C)C.[B-](F)(F)(F)F, predict the reaction product.